This data is from Blood-brain barrier permeability classification from the B3DB database. The task is: Regression/Classification. Given a drug SMILES string, predict its absorption, distribution, metabolism, or excretion properties. Task type varies by dataset: regression for continuous measurements (e.g., permeability, clearance, half-life) or binary classification for categorical outcomes (e.g., BBB penetration, CYP inhibition). Dataset: b3db_classification. The drug is CCOC(=O)C(CCc1ccccc1)NC(C)C(=O)N(CC(=O)O)C1Cc2ccccc2C1. The result is 0 (does not penetrate BBB).